This data is from Full USPTO retrosynthesis dataset with 1.9M reactions from patents (1976-2016). The task is: Predict the reactants needed to synthesize the given product. (1) Given the product [Cl:33][C:3]1[C:4](=[O:16])[N:5]=[C:6]([C:8]2[CH:13]=[CH:12][CH:11]=[CH:10][C:9]=2[O:14][CH3:15])[NH:7][C:2]=1[CH3:1], predict the reactants needed to synthesize it. The reactants are: [CH3:1][C:2]1[NH:7][C:6]([C:8]2[CH:13]=[CH:12][CH:11]=[CH:10][C:9]=2[O:14][CH3:15])=[N:5][C:4](=[O:16])[CH:3]=1.CC(C)=O.O.CC1C=CC(S(N[Cl:33])(=O)=O)=CC=1.S(=O)(=O)(O)O. (2) The reactants are: Cl.[C:2]([O:6][C:7](=[O:25])[C@@H:8]([NH2:24])[CH2:9][NH:10][C:11]([C:13]1[S:14][C:15]([CH2:18][CH2:19][C:20]([O:22][CH3:23])=[O:21])=[CH:16][CH:17]=1)=[O:12])([CH3:5])([CH3:4])[CH3:3].C(N(CC)CC)C.[C:33]([C:37]1[CH:42]=[CH:41][C:40]([S:43](Cl)(=[O:45])=[O:44])=[CH:39][CH:38]=1)([CH3:36])([CH3:35])[CH3:34]. Given the product [C:2]([O:6][C:7](=[O:25])[C@@H:8]([NH:24][S:43]([C:40]1[CH:41]=[CH:42][C:37]([C:33]([CH3:36])([CH3:35])[CH3:34])=[CH:38][CH:39]=1)(=[O:45])=[O:44])[CH2:9][NH:10][C:11]([C:13]1[S:14][C:15]([CH2:18][CH2:19][C:20]([O:22][CH3:23])=[O:21])=[CH:16][CH:17]=1)=[O:12])([CH3:5])([CH3:3])[CH3:4], predict the reactants needed to synthesize it. (3) The reactants are: [C:1](Cl)(=[O:6])[CH2:2][CH:3]([CH3:5])[CH3:4].[C:8]([N:15]1[CH2:19][CH2:18][C@H:17]([S:20][C:21]([C:34]2[CH:39]=[CH:38][CH:37]=[CH:36][CH:35]=2)([C:28]2[CH:33]=[CH:32][CH:31]=[CH:30][CH:29]=2)[C:22]2[CH:27]=[CH:26][CH:25]=[CH:24][CH:23]=2)[C@@H:16]1N(C)CC(C1C=CC=CC=1)C1C=CC=CC=1)([O:10][C:11]([CH3:14])([CH3:13])[CH3:12])=[O:9].C([N:58]([CH2:61]C)[CH2:59][CH3:60])C. Given the product [CH3:4][CH:3]([CH3:5])[CH2:2][C:1]([N:58]([CH2:59][CH:60]([C:28]1[CH:33]=[CH:32][CH:31]=[CH:30][CH:29]=1)[C:22]1[CH:27]=[CH:26][CH:25]=[CH:24][CH:23]=1)[CH2:61][C@H:16]1[C@@H:17]([S:20][C:21]([C:34]2[CH:35]=[CH:36][CH:37]=[CH:38][CH:39]=2)([C:28]2[CH:29]=[CH:30][CH:31]=[CH:32][CH:33]=2)[C:22]2[CH:23]=[CH:24][CH:25]=[CH:26][CH:27]=2)[CH2:18][CH2:19][N:15]1[C:8]([O:10][C:11]([CH3:14])([CH3:13])[CH3:12])=[O:9])=[O:6], predict the reactants needed to synthesize it. (4) Given the product [NH:8]1[CH2:13][CH2:12][CH2:11][C@@H:10]([NH:14][C:15]2[CH:25]=[CH:24][C:18]([C:19]([O:21][CH2:22][CH3:23])=[O:20])=[CH:17][N:16]=2)[CH2:9]1, predict the reactants needed to synthesize it. The reactants are: C([N:8]1[CH2:13][CH2:12][CH2:11][C@@H:10]([NH:14][C:15]2[C:25](Cl)=[CH:24][C:18]([C:19]([O:21][CH2:22][CH3:23])=[O:20])=[CH:17][N:16]=2)[CH2:9]1)C1C=CC=CC=1.C([O-])=O.[NH4+]. (5) Given the product [CH3:1][O:2][C:3]1[C:8]([C:9]([F:10])([F:12])[F:11])=[CH:7][CH:6]=[CH:5][C:4]=1[CH:13]1[CH2:18][CH2:17][NH:16][CH2:15][CH2:14]1, predict the reactants needed to synthesize it. The reactants are: [CH3:1][O:2][C:3]1[C:8]([C:9]([F:12])([F:11])[F:10])=[CH:7][CH:6]=[CH:5][C:4]=1[C:13]1[CH:18]=[CH:17][N:16]=[CH:15][CH:14]=1.Cl. (6) Given the product [CH3:9][O:8][C:1]1[CH:7]=[CH:6][CH:5]=[CH:4][C:2]=1[O:3][CH2:12][CH:11]=[CH2:10], predict the reactants needed to synthesize it. The reactants are: [C:1]1([O:8][CH3:9])[C:2](=[CH:4][CH:5]=[CH:6][CH:7]=1)[OH:3].[CH2:10](Br)[C:11]#[CH:12].C([O-])([O-])=O.[K+].[K+]. (7) Given the product [CH3:1][C:2]1[C:3]([N:7]2[C:15](=[O:16])[C:14]3[C:9](=[CH:10][CH:11]=[CH:12][CH:13]=3)[C:8]2=[O:17])=[N:4][N:5]([CH2:26][C:27]2[N:32]=[CH:31][CH:30]=[CH:29][N:28]=2)[CH:6]=1, predict the reactants needed to synthesize it. The reactants are: [CH3:1][C:2]1[C:3]([N:7]2[C:15](=[O:16])[C:14]3[C:9](=[CH:10][CH:11]=[CH:12][CH:13]=3)[C:8]2=[O:17])=[N:4][NH:5][CH:6]=1.C(=O)([O-])[O-].[K+].[K+].Cl.Cl[CH2:26][C:27]1[N:32]=[CH:31][CH:30]=[CH:29][N:28]=1. (8) Given the product [C:1]([C:5]1[CH:9]=[C:8]([NH:10][C:11]([NH:13][C:14]2[C:23]3[C:18](=[CH:19][CH:20]=[CH:21][CH:22]=3)[C:17]([O:24][C:25]3[CH:30]=[CH:29][N:28]=[C:27]([NH:48][C:47]4[CH:49]=[C:50]([O:52][CH2:53][CH2:54][O:55][CH2:56][CH2:57][O:58][CH2:59][CH2:60][O:61][CH3:62])[CH:51]=[C:45]([O:44][CH3:43])[CH:46]=4)[N:26]=3)=[CH:16][CH:15]=2)=[O:12])[N:7]([C:32]2[CH:37]=[CH:36][CH:35]=[C:34]([CH2:38][P:39]([CH3:42])([CH3:41])=[O:40])[CH:33]=2)[N:6]=1)([CH3:4])([CH3:3])[CH3:2], predict the reactants needed to synthesize it. The reactants are: [C:1]([C:5]1[CH:9]=[C:8]([NH:10][C:11]([NH:13][C:14]2[C:23]3[C:18](=[CH:19][CH:20]=[CH:21][CH:22]=3)[C:17]([O:24][C:25]3[CH:30]=[CH:29][N:28]=[C:27](Cl)[N:26]=3)=[CH:16][CH:15]=2)=[O:12])[N:7]([C:32]2[CH:37]=[CH:36][CH:35]=[C:34]([CH2:38][P:39]([CH3:42])([CH3:41])=[O:40])[CH:33]=2)[N:6]=1)([CH3:4])([CH3:3])[CH3:2].[CH3:43][O:44][C:45]1[CH:46]=[C:47]([CH:49]=[C:50]([O:52][CH2:53][CH2:54][O:55][CH2:56][CH2:57][O:58][CH2:59][CH2:60][O:61][CH3:62])[CH:51]=1)[NH2:48].C([O-])(O)=O.[Na+]. (9) Given the product [CH2:1]([O:3][C:4](=[O:38])[CH2:5][C:6]1[CH:11]=[CH:10][C:9]([O:12][CH2:46][CH3:47])=[C:8]([O:13][C:14]2[CH:19]=[CH:18][C:17]([C:20]([F:22])([F:23])[F:21])=[CH:16][C:15]=2[CH2:24][N:25]2[C@H:29]([CH3:30])[C@H:28]([C:31]3[CH:32]=[CH:33][CH:34]=[CH:35][CH:36]=3)[O:27][C:26]2=[O:37])[CH:7]=1)[CH3:2], predict the reactants needed to synthesize it. The reactants are: [CH2:1]([O:3][C:4](=[O:38])[CH2:5][C:6]1[CH:11]=[CH:10][C:9]([OH:12])=[C:8]([O:13][C:14]2[CH:19]=[CH:18][C:17]([C:20]([F:23])([F:22])[F:21])=[CH:16][C:15]=2[CH2:24][N:25]2[C@H:29]([CH3:30])[C@H:28]([C:31]3[CH:36]=[CH:35][CH:34]=[CH:33][CH:32]=3)[O:27][C:26]2=[O:37])[CH:7]=1)[CH3:2].C(=O)([O-])[O-].[Cs+].[Cs+].I[CH2:46][CH3:47]. (10) Given the product [CH:10]1([O:13][C:14]2[CH:15]=[C:16]([C:2]3[CH:8]=[CH:7][C:5]([NH2:6])=[C:4]([F:9])[CH:3]=3)[CH:17]=[CH:18][CH:19]=2)[CH2:12][CH2:11]1, predict the reactants needed to synthesize it. The reactants are: Br[C:2]1[CH:8]=[CH:7][C:5]([NH2:6])=[C:4]([F:9])[CH:3]=1.[CH:10]([O:13][C:14]1[CH:15]=[C:16](B(O)O)[CH:17]=[CH:18][CH:19]=1)([CH3:12])[CH3:11].